The task is: Predict the reactants needed to synthesize the given product.. This data is from Full USPTO retrosynthesis dataset with 1.9M reactions from patents (1976-2016). Given the product [CH3:21][N:22]1[C:27]([C:28]([F:29])([F:30])[F:31])=[CH:26][C:25](=[O:32])[N:24]([C:33]2[CH:34]=[CH:35][C:36]3[S:40][N:39]=[C:38]([C@@H:41]4[NH:7][CH:6]([C:5]([O:4][CH2:2][CH3:3])=[O:10])[CH2:8][S:9]4)[C:37]=3[CH:43]=2)[C:23]1=[O:44], predict the reactants needed to synthesize it. The reactants are: Cl.[CH2:2]([O:4][C:5](=[O:10])[C@H:6]([CH2:8][SH:9])[NH2:7])[CH3:3].C([O-])(=O)C.[K+].CC(C)=O.O.[CH3:21][N:22]1[C:27]([C:28]([F:31])([F:30])[F:29])=[CH:26][C:25](=[O:32])[N:24]([C:33]2[CH:34]=[CH:35][C:36]3[S:40][N:39]=[C:38]([CH:41]=O)[C:37]=3[CH:43]=2)[C:23]1=[O:44].